Dataset: Retrosynthesis with 50K atom-mapped reactions and 10 reaction types from USPTO. Task: Predict the reactants needed to synthesize the given product. Given the product NC(=O)c1cccc2oc(-c3ccccc3)nc12, predict the reactants needed to synthesize it. The reactants are: COC(=O)c1cccc2oc(-c3ccccc3)nc12.N.